The task is: Predict the reactants needed to synthesize the given product.. This data is from Full USPTO retrosynthesis dataset with 1.9M reactions from patents (1976-2016). (1) Given the product [CH3:27][O:28][C:29]1[CH:30]=[C:31]([C:32]([C:34]2[CH:39]=[CH:38][C:37]([F:40])=[CH:36][CH:35]=2)=[CH:54][C:55]#[N:56])[CH:41]=[CH:42][C:43]=1[O:44][CH3:45], predict the reactants needed to synthesize it. The reactants are: COC1C=C(C(C2C=CC(OC)=C(OC)C=2)=CC(OC)=O)C=CC=1OC.[CH3:27][O:28][C:29]1[CH:30]=[C:31]([CH:41]=[CH:42][C:43]=1[O:44][CH3:45])[C:32]([C:34]1[CH:39]=[CH:38][C:37]([F:40])=[CH:36][CH:35]=1)=O.C(OP([CH2:54][C:55]#[N:56])(=O)OCC)C.C[Si](C)(C)[N-][Si](C)(C)C.[Li+]. (2) Given the product [C:1]([N:6]1[CH:10]2[CH2:11][CH2:12][C:7]1=[CH:8][CH2:9]2)([O:3][CH2:4][CH3:5])=[O:2], predict the reactants needed to synthesize it. The reactants are: [C:1]([N:6]1[CH:10]2[CH2:11][CH2:12][CH:7]1[CH:8](C(O)=O)[CH2:9]2)([O:3][CH2:4][CH3:5])=[O:2].N#N.C([O-])(=O)C.C([O-])(=O)C.C([O-])(=O)C.C([O-])(=O)C.[Pb+4]. (3) Given the product [Cl:10][C:11]1[CH:12]=[C:13]2[C:19]([C:20]3[N:25]=[C:24]([NH:26][C@H:27]4[CH2:32][CH2:31][CH2:30][N:29]([C:7](=[NH:2])[NH2:8])[CH2:28]4)[C:23]([F:33])=[CH:22][N:21]=3)=[CH:18][N:17]([S:34]([C:37]3[CH:42]=[CH:41][C:40]([CH3:43])=[CH:39][CH:38]=3)(=[O:36])=[O:35])[C:14]2=[N:15][CH:16]=1, predict the reactants needed to synthesize it. The reactants are: Cl.[N:2]1([C:7](N)=[NH:8])C=CC=N1.[Cl:10][C:11]1[CH:12]=[C:13]2[C:19]([C:20]3[N:25]=[C:24]([NH:26][C@H:27]4[CH2:32][CH2:31][CH2:30][NH:29][CH2:28]4)[C:23]([F:33])=[CH:22][N:21]=3)=[CH:18][N:17]([S:34]([C:37]3[CH:42]=[CH:41][C:40]([CH3:43])=[CH:39][CH:38]=3)(=[O:36])=[O:35])[C:14]2=[N:15][CH:16]=1.CCN(C(C)C)C(C)C.O. (4) Given the product [OH:27][CH2:28][CH2:29][CH2:30][S:31]([NH:34][C:35]([C:37]1[CH:42]=[CH:41][C:40]([C:2]2[CH:7]=[CH:6][C:5]([CH2:8][CH2:9][N:10]([CH2:18][C@H:19]([OH:26])[C:20]3[CH:21]=[N:22][CH:23]=[CH:24][CH:25]=3)[C:11](=[O:17])[O:12][C:13]([CH3:16])([CH3:15])[CH3:14])=[CH:4][CH:3]=2)=[CH:39][C:38]=1[O:46][CH:47]([CH3:49])[CH3:48])=[O:36])(=[O:33])=[O:32], predict the reactants needed to synthesize it. The reactants are: Br[C:2]1[CH:7]=[CH:6][C:5]([CH2:8][CH2:9][N:10]([CH2:18][C@H:19]([OH:26])[C:20]2[CH:21]=[N:22][CH:23]=[CH:24][CH:25]=2)[C:11](=[O:17])[O:12][C:13]([CH3:16])([CH3:15])[CH3:14])=[CH:4][CH:3]=1.[OH:27][CH2:28][CH2:29][CH2:30][S:31]([NH:34][C:35]([C:37]1[CH:42]=[CH:41][C:40](B(O)O)=[CH:39][C:38]=1[O:46][CH:47]([CH3:49])[CH3:48])=[O:36])(=[O:33])=[O:32].C(=O)([O-])[O-].[Na+].[Na+].C(OCC)(=O)C.